The task is: Regression. Given a peptide amino acid sequence and an MHC pseudo amino acid sequence, predict their binding affinity value. This is MHC class I binding data.. This data is from Peptide-MHC class I binding affinity with 185,985 pairs from IEDB/IMGT. (1) The peptide sequence is GTIIVHPNK. The MHC is HLA-B46:01 with pseudo-sequence HLA-B46:01. The binding affinity (normalized) is 0.0847. (2) The peptide sequence is AVYFKAKWL. The MHC is HLA-A02:02 with pseudo-sequence HLA-A02:02. The binding affinity (normalized) is 0.336. (3) The peptide sequence is YNYSLTLEW. The binding affinity (normalized) is 0.213. The MHC is HLA-B44:02 with pseudo-sequence HLA-B44:02. (4) The peptide sequence is FPFKYAAAF. The MHC is HLA-B54:01 with pseudo-sequence HLA-B54:01. The binding affinity (normalized) is 0.755. (5) The peptide sequence is LTSLVITYCL. The MHC is HLA-A02:01 with pseudo-sequence HLA-A02:01. The binding affinity (normalized) is 0.537. (6) The peptide sequence is IELPEKDSW. The MHC is HLA-A02:01 with pseudo-sequence HLA-A02:01. The binding affinity (normalized) is 0.0191. (7) The peptide sequence is DVSPLMHLF. The MHC is HLA-A03:01 with pseudo-sequence HLA-A03:01. The binding affinity (normalized) is 0.0847. (8) The peptide sequence is SEIKRGLFF. The MHC is HLA-B15:01 with pseudo-sequence HLA-B15:01. The binding affinity (normalized) is 0.466. (9) The peptide sequence is IRTDSGNIL. The MHC is HLA-A30:01 with pseudo-sequence HLA-A30:01. The binding affinity (normalized) is 0.0847.